This data is from Reaction yield outcomes from USPTO patents with 853,638 reactions. The task is: Predict the reaction yield, written as a fraction of the theoretical maximum amount of product (1.0 means a 100% yield; for example, 0.34 means a 34% yield). (1) The reactants are [F:1][C:2]1[CH:21]=[CH:20][C:5]([CH2:6][O:7][C:8]2[CH:9]=[C:10]([C:17]([OH:19])=O)[C:11](=[CH:15][CH:16]=2)[C:12]([OH:14])=O)=[CH:4][CH:3]=1.C(N1C=CN=C1)(N1C=CN=C1)=O.[C:34]([NH:37][CH2:38][CH2:39][NH2:40])(=[O:36])[CH3:35]. The catalyst is CN(C)C(=O)C. The product is [F:1][C:2]1[CH:3]=[CH:4][C:5]([CH2:6][O:7][C:8]2[CH:9]=[C:10]3[C:11](=[CH:15][CH:16]=2)[C:12](=[O:14])[N:40]([CH2:39][CH2:38][NH:37][C:34](=[O:36])[CH3:35])[C:17]3=[O:19])=[CH:20][CH:21]=1. The yield is 0.620. (2) The reactants are [Cl:1][C:2]1[C:3](I)=[N:4][N:5]([CH:8]2[CH2:12][CH2:11][N:10]([C:13]3[CH:14]=[N:15][N:16]([C:21]4[CH:26]=[CH:25][C:24]([F:27])=[CH:23][CH:22]=4)[C:17]=3[CH:18]([CH3:20])[CH3:19])[C:9]2=[O:28])[C:6]=1[CH3:7].[CH3:30][N:31](C=O)C. The catalyst is [C-]#N.[C-]#N.[Zn+2].C1C=CC(/C=C/C(/C=C/C2C=CC=CC=2)=O)=CC=1.C1C=CC(/C=C/C(/C=C/C2C=CC=CC=2)=O)=CC=1.C1C=CC(/C=C/C(/C=C/C2C=CC=CC=2)=O)=CC=1.[Pd].[Pd].C1C=CC(P(C2C=CC=CC=2)[C-]2C=CC=C2)=CC=1.C1C=CC(P(C2C=CC=CC=2)[C-]2C=CC=C2)=CC=1.[Fe+2]. The product is [Cl:1][C:2]1[C:3]([C:30]#[N:31])=[N:4][N:5]([CH:8]2[CH2:12][CH2:11][N:10]([C:13]3[CH:14]=[N:15][N:16]([C:21]4[CH:26]=[CH:25][C:24]([F:27])=[CH:23][CH:22]=4)[C:17]=3[CH:18]([CH3:20])[CH3:19])[C:9]2=[O:28])[C:6]=1[CH3:7]. The yield is 0.920. (3) The reactants are [H-].[Na+].[Si:3]([O:10][CH2:11][C:12]1[CH:17]=[CH:16][CH:15]=[C:14]([C:18]([OH:21])([CH3:20])[CH3:19])[N:13]=1)([C:6]([CH3:9])([CH3:8])[CH3:7])([CH3:5])[CH3:4].[CH3:22]I. The catalyst is CN(C=O)C. The product is [Si:3]([O:10][CH2:11][C:12]1[CH:17]=[CH:16][CH:15]=[C:14]([C:18]([O:21][CH3:22])([CH3:20])[CH3:19])[N:13]=1)([C:6]([CH3:9])([CH3:8])[CH3:7])([CH3:5])[CH3:4]. The yield is 0.570.